This data is from Experimentally validated miRNA-target interactions with 360,000+ pairs, plus equal number of negative samples. The task is: Binary Classification. Given a miRNA mature sequence and a target amino acid sequence, predict their likelihood of interaction. (1) The miRNA is hsa-miR-490-3p with sequence CAACCUGGAGGACUCCAUGCUG. The protein sequence of the target gene is MDFQQLADVAEKWCSNTPFELIATEETERRMDFYADPGVSFYVLCPDNGCGDNFHVWSESEDCLPFLQLAQDYISSCGKKTLHEVLEKVFKSFRPLLGLPDADDDAFEEYSADVEEEEPEADHPQMGVSQQ. Result: 1 (interaction). (2) The miRNA is hsa-miR-7156-5p with sequence UUGUUCUCAAACUGGCUGUCAGA. The protein sequence of the target gene is MVSKMIIENFEALKSWLSKTLEPICDADPSALAKYVLALVKKDKSEKELKALCIDQLDVFLQKETQIFVEKLFDAVNTKSYLPPPEQPSSGSLKVDFLQHQEKDIKKEELTKEEEREKKFSRRLNHSPPQSSSRYRDNRSRDERKKDDRSRKRDYDRNPPRRDSYRDRYNRRRGRSRSYSRSRSRSWSKERLRDRDRDRSRTRSRSRTRSRERDLVKPKYDLDRTDPLENNYTPVSSVSNISSGHYPVPTLSSTITVIAPTHHGNNTTESWSEFHEDQVDHNSYVRPPMPKKRCRDYDEK.... Result: 0 (no interaction). (3) The protein sequence of the target gene is MADSASESDTDAAGGGPAAMQSSCSATSGGSGGGGGGKSGGIVISPFRLEELTNRLASLQQENKVLKIELETYKLKCKALQEENRDLRKASVTIQARAEQEEEFISNTLFKKIQALQKEKETLAVNYEKEEEFLTNELSRKLMQLQHEKAELEQHLEQEQEFQVNKLMKKIKKLENDTISKQLTLEQLRREKIDLENTLEQEQEALVNRLWKRMDKLEAEKRILQEKLDQPVSAPPSPRDISMEIDSPENMMRHIRFLKNEVERLKKQLRAAQLQHSEKMAQYLEEERHMREENLRLQRK.... The miRNA is hsa-miR-34c-3p with sequence AAUCACUAACCACACGGCCAGG. Result: 0 (no interaction). (4) The miRNA is mmu-miR-374b-5p with sequence AUAUAAUACAACCUGCUAAGUG. The protein sequence of the target gene is MLLLADMDVVNQLVAGGQFRVVKEPLGFVKVLQWVFAIFAFATCGSYTGELRLSVECANKTESALNIEVEFEYPFRLHQVYFDAPSCVKGGTTKIFLVGDYSSSAEFFVTVAVFAFLYSMGALATYIFLQNKYRENNKGPMMDFLATAVFAFMWLVSSSAWAKGLSDVKMATDPENIIKEMPMCRQTGNTCKELRDPVTSGLNTSVVFGFLNLVLWVGNLWFVFKETGWAAPFMRAPPGAPEKQPAPGDAYGDAGYGQGPGGYGPQDSYGPQGGYQPDYGQPASGGGGGYGPQGDYGQQG.... Result: 1 (interaction).